This data is from Catalyst prediction with 721,799 reactions and 888 catalyst types from USPTO. The task is: Predict which catalyst facilitates the given reaction. (1) Reactant: [C:1]([OH:5])([CH3:4])([CH3:3])[CH3:2].C(N(CC)CC)C.[C:13](Cl)(=[O:17])[CH:14]([CH3:16])[CH3:15].Cl. Product: [CH3:15][CH:14]([CH3:16])[C:13]([O:5][C:1]([CH3:4])([CH3:3])[CH3:2])=[O:17]. The catalyst class is: 166. (2) Reactant: [CH2:1]([O:3][C:4](=[O:13])[CH2:5][CH:6]([CH:11]=O)[C:7]([F:10])([F:9])[F:8])[CH3:2].[F:14][C:15]([F:29])([F:28])[C:16]1[CH:17]=[C:18]([C@H:22]2[O:27][CH2:26][CH2:25][NH:24][CH2:23]2)[CH:19]=[CH:20][CH:21]=1.FC(F)(F)C1C=C([C@@H]2CO2)C=CC=1.C(O)(=O)C.C(O[BH-](OC(=O)C)OC(=O)C)(=O)C.[Na+]. Product: [CH2:1]([O:3][C:4](=[O:13])[CH2:5][CH:6]([CH2:11][N:24]1[CH2:25][CH2:26][O:27][C@H:22]([C:18]2[CH:19]=[CH:20][CH:21]=[C:16]([C:15]([F:28])([F:29])[F:14])[CH:17]=2)[CH2:23]1)[C:7]([F:10])([F:9])[F:8])[CH3:2]. The catalyst class is: 866. (3) The catalyst class is: 4. Product: [Cl:32][C:31]1[C:30]([Cl:33])=[CH:29][CH:28]=[CH:27][C:26]=1[N:23]1[CH2:24][CH2:25][N+:20]([O-:42])([CH2:19]/[CH:18]=[CH:17]/[CH2:16][NH:15][C:13](=[O:14])[C:10]2[CH:11]=[CH:12][C:7]([C:5]3[CH:6]=[CH:1][CH:2]=[CH:3][N:4]=3)=[CH:8][CH:9]=2)[CH2:21][CH2:22]1. Reactant: [CH:1]1[CH:2]=[CH:3][N:4]=[C:5]([C:7]2[CH:8]=[CH:9][C:10]([C:13]([NH:15][CH2:16]/[CH:17]=[CH:18]/[CH2:19][N:20]3[CH2:25][CH2:24][N:23]([C:26]4[C:31]([Cl:32])=[C:30]([Cl:33])[CH:29]=[CH:28][CH:27]=4)[CH2:22][CH2:21]3)=[O:14])=[CH:11][CH:12]=2)[CH:6]=1.ClC1C=CC=C(C(OO)=[O:42])C=1. (4) Reactant: [CH2:1]([C:13]1[CH:18]=[CH:17][C:16]([C:19]2[O:23][N:22]=[C:21]([C:24]3([C:27]([O:29]CC)=[O:28])[CH2:26][CH2:25]3)[N:20]=2)=[CH:15][CH:14]=1)[CH2:2][CH2:3][CH2:4][CH2:5][CH2:6][CH2:7][CH2:8][CH2:9][CH2:10][CH2:11][CH3:12].[Li+].[OH-].C1COCC1.O. Product: [CH2:1]([C:13]1[CH:18]=[CH:17][C:16]([C:19]2[O:23][N:22]=[C:21]([C:24]3([C:27]([OH:29])=[O:28])[CH2:26][CH2:25]3)[N:20]=2)=[CH:15][CH:14]=1)[CH2:2][CH2:3][CH2:4][CH2:5][CH2:6][CH2:7][CH2:8][CH2:9][CH2:10][CH2:11][CH3:12]. The catalyst class is: 25. (5) Product: [C:32]([C:31]1[C:21]([N:18]2[CH2:19][CH2:20][CH:15]([C:13]([OH:14])=[O:12])[CH2:16][CH2:17]2)=[N:22][C:23]([O:34][S:35]([C:38]([F:40])([F:39])[F:41])(=[O:37])=[O:36])=[C:24]([C:25]([O:27][CH2:28][CH3:29])=[O:26])[CH:30]=1)#[N:33]. Reactant: C(O)(C(F)(F)F)=O.C([O:12][C:13]([CH:15]1[CH2:20][CH2:19][N:18]([C:21]2[C:31]([C:32]#[N:33])=[CH:30][C:24]([C:25]([O:27][CH2:28][CH3:29])=[O:26])=[C:23]([O:34][S:35]([C:38]([F:41])([F:40])[F:39])(=[O:37])=[O:36])[N:22]=2)[CH2:17][CH2:16]1)=[O:14])(C)(C)C. The catalyst class is: 2.